Predict which catalyst facilitates the given reaction. From a dataset of Catalyst prediction with 721,799 reactions and 888 catalyst types from USPTO. (1) Reactant: Cl[C:2]1[C:11]2=[N:12][N:13](CC3C=CC(OC)=CC=3)[CH:14]=[C:10]2[C:9]2[CH:8]=[C:7]([O:24][CH3:25])[CH:6]=[CH:5][C:4]=2[N:3]=1.[CH3:26][O:27][C:28]1[CH:29]=[C:30]([CH:32]=[C:33]([O:37][CH3:38])[C:34]=1[O:35][CH3:36])[NH2:31].Cl. Product: [CH3:25][O:24][C:7]1[CH:6]=[CH:5][C:4]2[N:3]=[C:2]([NH:31][C:30]3[CH:32]=[C:33]([O:37][CH3:38])[C:34]([O:35][CH3:36])=[C:28]([O:27][CH3:26])[CH:29]=3)[C:11]3=[N:12][NH:13][CH:14]=[C:10]3[C:9]=2[CH:8]=1. The catalyst class is: 71. (2) Reactant: Br[C:2]1[C:3]([F:8])=[N:4][CH:5]=[CH:6][CH:7]=1.CC1(C)C(C)(C)OC([C:17]2[CH2:18][CH2:19][O:20][CH2:21][CH:22]=2)O1.[O-]P([O-])([O-])=O.[K+].[K+].[K+]. Product: [F:8][C:3]1[C:2]([CH:17]2[CH2:22][CH2:21][O:20][CH2:19][CH2:18]2)=[CH:7][CH:6]=[CH:5][N:4]=1. The catalyst class is: 38. (3) The catalyst class is: 21. Product: [C:47]([O:46][C:44]([O:43][C:34]1[C:33]([C:51]([F:52])([F:53])[F:54])=[CH:32][CH:31]=[C:30]([CH2:29][O:7][C:8]2[CH:13]=[CH:12][C:11]([C:14]3[CH:19]=[CH:18][C:17]([CH2:20][C:21]([O:23][CH3:24])=[O:22])=[CH:16][C:15]=3[N+:25]([O-:27])=[O:26])=[CH:10][CH:9]=2)[C:35]=1[C:36]([O:38][C:39]([CH3:42])([CH3:41])[CH3:40])=[O:37])=[O:45])([CH3:48])([CH3:49])[CH3:50]. Reactant: C(=O)([O-])[O-].[K+].[K+].[OH:7][C:8]1[CH:13]=[CH:12][C:11]([C:14]2[CH:19]=[CH:18][C:17]([CH2:20][C:21]([O:23][CH3:24])=[O:22])=[CH:16][C:15]=2[N+:25]([O-:27])=[O:26])=[CH:10][CH:9]=1.Br[CH2:29][C:30]1[C:35]([C:36]([O:38][C:39]([CH3:42])([CH3:41])[CH3:40])=[O:37])=[C:34]([O:43][C:44]([O:46][C:47]([CH3:50])([CH3:49])[CH3:48])=[O:45])[C:33]([C:51]([F:54])([F:53])[F:52])=[CH:32][CH:31]=1.O. (4) Reactant: [CH:1]1([C@H:7]([OH:21])[CH2:8][NH:9][CH2:10][C:11]23[CH2:20][CH:15]4[CH2:16][CH:17]([CH2:19][CH:13]([CH2:14]4)[CH2:12]2)[CH2:18]3)[CH2:6][CH2:5][CH2:4][CH2:3][CH2:2]1.CCN(CC)CC.Cl[C:30](Cl)([O:32]C(=O)OC(Cl)(Cl)Cl)Cl. Product: [C:11]12([CH2:10][N:9]3[CH2:8][C@H:7]([CH:1]4[CH2:2][CH2:3][CH2:4][CH2:5][CH2:6]4)[O:21][C:30]3=[O:32])[CH2:12][CH:13]3[CH2:19][CH:17]([CH2:16][CH:15]([CH2:14]3)[CH2:20]1)[CH2:18]2. The catalyst class is: 2. (5) Reactant: C([O:3][C:4](=[O:16])[C:5]([C:8]1[CH:13]=[CH:12][C:11]([C:14]#[N:15])=[CH:10][CH:9]=1)([F:7])[F:6])C.C([O-])([O-])=O.[K+].[K+].Cl. Product: [C:14]([C:11]1[CH:10]=[CH:9][C:8]([C:5]([F:6])([F:7])[C:4]([OH:16])=[O:3])=[CH:13][CH:12]=1)#[N:15]. The catalyst class is: 3. (6) Reactant: [C:1]([O:5][C:6]([CH:8]1[CH2:13][CH:12]2[CH2:14][CH:9]1[C:10](=[O:15])[O:11]2)=[O:7])([CH3:4])([CH3:3])[CH3:2].[OH-].[Li+].Cl.Cl.[CH2:20]([O:22][C:23]([C@@:25]1([NH2:30])[CH2:27][C@H:26]1[CH:28]=[CH2:29])=[O:24])[CH3:21].C(N(C(C)C)CC)(C)C.CN(C(ON1N=NC2C=CC=NC1=2)=[N+](C)C)C.F[P-](F)(F)(F)(F)F. Product: [C:1]([O:5][C:6]([C@@H:8]1[CH2:13][C@@H:12]([OH:11])[CH2:14][C@H:9]1[C:10](=[O:15])[NH:30][C@:25]1([C:23]([O:22][CH2:20][CH3:21])=[O:24])[CH2:27][C@H:26]1[CH:28]=[CH2:29])=[O:7])([CH3:4])([CH3:3])[CH3:2]. The catalyst class is: 38. (7) Reactant: Cl.[NH2:2][CH2:3][CH:4]1[CH:13]([C:14]#[N:15])[N:7]2[CH:8]=[CH:9][C:10]([Cl:12])=[CH:11][C:6]2=[N:5]1.CCN(C(C)C)C(C)C.Cl[C:26]1[C:27]2[C:28](=[N:32][N:33]([CH2:35][C:36]3[CH:41]=[CH:40][C:39]([CH2:42][N:43]4[CH:48]=[CH:47][CH:46]=[CH:45][C:44]4=[O:49])=[CH:38][CH:37]=3)[CH:34]=2)[N:29]=[CH:30][N:31]=1. Product: [Cl:12][C:10]1[CH:9]=[CH:8][N:7]2[C:13]([C:14]#[N:15])=[C:4]([CH2:3][NH:2][C:26]3[C:27]4[C:28](=[N:32][N:33]([CH2:35][C:36]5[CH:37]=[CH:38][C:39]([CH2:42][N:43]6[CH:48]=[CH:47][CH:46]=[CH:45][C:44]6=[O:49])=[CH:40][CH:41]=5)[CH:34]=4)[N:29]=[CH:30][N:31]=3)[N:5]=[C:6]2[CH:11]=1. The catalyst class is: 44. (8) Reactant: [Cl:1][C:2]1[CH:21]=[CH:20][C:5]2[N:6]([C:15](=O)[CH2:16][C:17]#[N:18])[C:7]3[CH:14]=[CH:13][CH:12]=[CH:11][C:8]=3[CH2:9][CH2:10][C:4]=2[CH:3]=1.B.C1COCC1.Cl.[OH-].[Na+]. Product: [ClH:1].[Cl:1][C:2]1[CH:21]=[CH:20][C:5]2[N:6]([CH2:15][CH2:16][CH2:17][NH2:18])[C:7]3[CH:14]=[CH:13][CH:12]=[CH:11][C:8]=3[CH2:9][CH2:10][C:4]=2[CH:3]=1. The catalyst class is: 1. (9) Reactant: [O:13]1[CH:14]=[CH:15][CH:16]=[C:12]1P([C:12]1[O:13][CH:14]=[CH:15][CH:16]=1)[C:12]1[O:13][CH:14]=[CH:15][CH:16]=1.[Br-].[C:18]1([Zn+])[CH:23]=[CH:22][CH:21]=[CH:20][CH:19]=1.CN1C[CH2:29][CH2:28][C:27]1=O. Product: [C:18]1([C:28]2[CH:29]=[CH:16][CH:15]=[C:14]([O:13][CH3:12])[CH:27]=2)[CH2:23][CH2:22][CH2:21][CH2:20][CH:19]=1. The catalyst class is: 682.